This data is from Forward reaction prediction with 1.9M reactions from USPTO patents (1976-2016). The task is: Predict the product of the given reaction. (1) Given the reactants C(N(CC)CC)C.[N:8]1([C:15]2[N:23]3[C@@H:24]([C:27]4[CH:32]=[CH:31][CH:30]=[CH:29][N:28]=4)[CH2:25][O:26][C:21]4=[C:22]3[C:17](=[CH:18][CH:19]=[C:20]4[C:33]3[C:34]([CH3:39])=[N:35][O:36][C:37]=3[CH3:38])[N:16]=2)[CH2:14][CH2:13][CH2:12][NH:11][CH2:10][CH2:9]1.[CH3:40][S:41](Cl)(=[O:43])=[O:42], predict the reaction product. The product is: [CH3:39][C:34]1[C:33]([C:20]2[C:21]3[O:26][CH2:25][C@H:24]([C:27]4[CH:32]=[CH:31][CH:30]=[CH:29][N:28]=4)[N:23]4[C:15]([N:8]5[CH2:14][CH2:13][CH2:12][N:11]([S:41]([CH3:40])(=[O:43])=[O:42])[CH2:10][CH2:9]5)=[N:16][C:17]([C:22]=34)=[CH:18][CH:19]=2)=[C:37]([CH3:38])[O:36][N:35]=1. (2) Given the reactants [Br:1][C:2]1[CH:7]=[CH:6][C:5]([C:8]2[N:13]=[N:12][C:11]([NH:14][NH2:15])=[N:10][CH:9]=2)=[CH:4][CH:3]=1.[S:16]1[C:20]2[CH:21]=[C:22]([C:25]3([C:28](O)=O)[CH2:27][CH2:26]3)[CH:23]=[CH:24][C:19]=2[N:18]=[CH:17]1, predict the reaction product. The product is: [S:16]1[C:20]2[CH:21]=[C:22]([C:25]3([C:28]4[N:12]5[N:13]=[C:8]([C:5]6[CH:4]=[CH:3][C:2]([Br:1])=[CH:7][CH:6]=6)[CH:9]=[N:10][C:11]5=[N:14][N:15]=4)[CH2:27][CH2:26]3)[CH:23]=[CH:24][C:19]=2[N:18]=[CH:17]1. (3) Given the reactants [Cl:1][C:2]1[CH:3]=[C:4]2[C:8](=[CH:9][CH:10]=1)[NH:7][CH:6]=[C:5]2[CH2:11][CH2:12][NH:13][C:14](=[O:23])[C:15]1[CH:20]=[CH:19][CH:18]=[C:17]([CH2:21]Cl)[CH:16]=1.[NH:24]1[CH:28]=[CH:27][N:26]=[CH:25]1.[I-].[Na+], predict the reaction product. The product is: [N:24]1([CH2:21][C:17]2[CH:16]=[C:15]([CH:20]=[CH:19][CH:18]=2)[C:14]([NH:13][CH2:12][CH2:11][C:5]2[C:4]3[C:8](=[CH:9][CH:10]=[C:2]([Cl:1])[CH:3]=3)[NH:7][CH:6]=2)=[O:23])[CH:28]=[CH:27][N:26]=[CH:25]1. (4) Given the reactants [CH2:1]([O:3][C:4](=[O:30])[CH2:5][N:6]1[N:10]=[N:9][C:8]([C:11]2[CH:12]=[N:13][C:14]([N:17]3[CH2:22][CH2:21][N:20](C(OC(C)(C)C)=O)[CH2:19][CH2:18]3)=[N:15][CH:16]=2)=[N:7]1)[CH3:2].[ClH:31].O1CCOCC1, predict the reaction product. The product is: [ClH:31].[N:17]1([C:14]2[N:15]=[CH:16][C:11]([C:8]3[N:9]=[N:10][N:6]([CH2:5][C:4]([O:3][CH2:1][CH3:2])=[O:30])[N:7]=3)=[CH:12][N:13]=2)[CH2:18][CH2:19][NH:20][CH2:21][CH2:22]1. (5) Given the reactants [O:1]=[C:2]1[NH:11][C:10]2[C:5](=[CH:6][CH:7]=[C:8]([NH:12][C:13]([C:15]3[C:16]([C:21]4[CH:26]=[CH:25][C:24]([C:27]([F:30])([F:29])[F:28])=[CH:23][CH:22]=4)=[CH:17][CH:18]=[CH:19][CH:20]=3)=[O:14])[CH:9]=2)[NH:4][CH2:3]1.[CH:31]([C:33]1[CH:38]=[CH:37][CH:36]=[CH:35][N:34]=1)=[CH2:32].C(O)(=O)C.C(=O)([O-])[O-].[K+].[K+], predict the reaction product. The product is: [O:1]=[C:2]1[NH:11][C:10]2[C:5](=[CH:6][CH:7]=[C:8]([NH:12][C:13]([C:15]3[C:16]([C:21]4[CH:26]=[CH:25][C:24]([C:27]([F:30])([F:29])[F:28])=[CH:23][CH:22]=4)=[CH:17][CH:18]=[CH:19][CH:20]=3)=[O:14])[CH:9]=2)[N:4]([CH2:32][CH2:31][C:33]2[CH:38]=[CH:37][CH:36]=[CH:35][N:34]=2)[CH2:3]1. (6) Given the reactants [CH3:1][C:2]1[C:10]([CH:11]2[O:15][N:14]=[C:13]([CH3:16])[CH2:12]2)=[C:9]([S:17]([CH3:20])(=[O:19])=[O:18])[CH:8]=[CH:7][C:3]=1[C:4](Cl)=[O:5].[OH:21][C:22]1[CH2:27][CH2:26][CH2:25][C:24](=[O:28])[CH:23]=1.C(N(CC)CC)C.C[Si](C#N)(C)C, predict the reaction product. The product is: [CH3:1][C:2]1[C:10]([CH:11]2[O:15][N:14]=[C:13]([CH3:16])[CH2:12]2)=[C:9]([S:17]([CH3:20])(=[O:19])=[O:18])[CH:8]=[CH:7][C:3]=1[C:4]([C:23]1[C:22](=[O:21])[CH2:27][CH2:26][CH2:25][C:24]=1[OH:28])=[O:5].